Dataset: Catalyst prediction with 721,799 reactions and 888 catalyst types from USPTO. Task: Predict which catalyst facilitates the given reaction. (1) The catalyst class is: 8. Product: [Cl:13][C:14]1[CH:19]=[CH:18][C:17]([N:20]2[C:4]([C:6]3[CH:11]=[CH:10][C:9]([F:12])=[CH:8][CH:7]=3)=[CH:3][N:2]=[C:21]2[SH:22])=[CH:16][CH:15]=1. Reactant: Cl.[NH2:2][CH2:3][C:4]([C:6]1[CH:11]=[CH:10][C:9]([F:12])=[CH:8][CH:7]=1)=O.[Cl:13][C:14]1[CH:19]=[CH:18][C:17]([N:20]=[C:21]=[S:22])=[CH:16][CH:15]=1.C(=O)([O-])O.[Na+]. (2) Reactant: C[O:2][C:3](=[O:20])[CH2:4][CH2:5][N:6]1[C:11]2[CH:12]=[CH:13][CH:14]=[C:15]([CH:16]([CH3:18])[CH3:17])[C:10]=2[O:9][CH2:8][C:7]1=[O:19].[OH-].[Na+]. Product: [CH:16]([C:15]1[C:10]2[O:9][CH2:8][C:7](=[O:19])[N:6]([CH2:5][CH2:4][C:3]([OH:20])=[O:2])[C:11]=2[CH:12]=[CH:13][CH:14]=1)([CH3:18])[CH3:17]. The catalyst class is: 5. (3) Reactant: Cl[C:2]1[CH:3]=[C:4]([CH3:30])[C:5]([N:8]([CH2:26][CH:27]([CH3:29])[CH3:28])[S:9]([C:12]2[CH:17]=[CH:16][C:15]([O:18][CH2:19]C3CCOCC3)=[CH:14][CH:13]=2)(=[O:11])=[O:10])=[N:6][CH:7]=1.[B-](F)(F)(F)[C:32]([CH3:34])=[CH2:33].[K+].P([O-])([O-])([O-])=O.[K+].[K+].[K+]. Product: [CH2:26]([N:8]([C:5]1[C:4]([CH3:30])=[CH:3][C:2]([C:2]([CH3:3])=[CH2:7])=[CH:7][N:6]=1)[S:9]([C:12]1[CH:13]=[CH:14][C:15]([O:18][CH2:19][CH:15]2[CH2:14][CH2:34][CH2:32][CH2:33][O:18]2)=[CH:16][CH:17]=1)(=[O:11])=[O:10])[CH:27]([CH3:28])[CH3:29]. The catalyst class is: 1. (4) Reactant: [CH2:1]([C@@H:8]1[NH:13][CH2:12][CH2:11][N:10]([CH2:14][C:15]2[CH:20]=[CH:19][C:18]([C:21]3[CH:26]=[CH:25][CH:24]=[CH:23][C:22]=3[C:27]([F:30])([F:29])[F:28])=[CH:17][CH:16]=2)[CH2:9]1)[C:2]1[CH:7]=[CH:6][CH:5]=[CH:4][CH:3]=1.[C:31](Cl)(=[O:33])[CH3:32].C(N(CC)C(C)C)(C)C. Product: [CH2:1]([C@H:8]1[CH2:9][N:10]([CH2:14][C:15]2[CH:20]=[CH:19][C:18]([C:21]3[CH:26]=[CH:25][CH:24]=[CH:23][C:22]=3[C:27]([F:30])([F:28])[F:29])=[CH:17][CH:16]=2)[CH2:11][CH2:12][N:13]1[C:31](=[O:33])[CH3:32])[C:2]1[CH:7]=[CH:6][CH:5]=[CH:4][CH:3]=1. The catalyst class is: 4.